The task is: Regression/Classification. Given a drug SMILES string, predict its absorption, distribution, metabolism, or excretion properties. Task type varies by dataset: regression for continuous measurements (e.g., permeability, clearance, half-life) or binary classification for categorical outcomes (e.g., BBB penetration, CYP inhibition). Dataset: cyp1a2_veith.. This data is from CYP1A2 inhibition data for predicting drug metabolism from PubChem BioAssay. (1) The compound is COc1ccc(NC(=O)[C@H](COCc2ccccc2)NC(=O)OC(C)(C)C)cc1. The result is 1 (inhibitor). (2) The molecule is Clc1ccc(NCc2nnsc2Cl)cc1. The result is 1 (inhibitor). (3) The drug is O=C(Nc1nccs1)c1sc2cc(Cl)ccc2c1Cl. The result is 1 (inhibitor). (4) The drug is CCOC(=O)CCN1C(=O)[C@H]2CC[C@@H]3/C(=N\OC/C=C(\C)CCC=C(C)C)C[C@@H](O)[C@@H](O)[C@@H]3[C@@H]2C1=O. The result is 0 (non-inhibitor). (5) The compound is COC(=O)Cc1c(C)nc2nc(NCc3ccccc3OC)[nH]n2c1=O. The result is 0 (non-inhibitor). (6) The compound is Cc1ccc2cc3cc(C(=O)N4CCC5(CC4)OCCO5)oc3nc2c1. The result is 1 (inhibitor). (7) The compound is CN(C)c1ccc(N=C/C=C2\N(C)c3ccccc3C2(C)C)cc1. The result is 1 (inhibitor). (8) The molecule is O=C(COc1ccccc1)Nc1cc(C(F)(F)F)ccc1N1CCCC1. The result is 1 (inhibitor). (9) The molecule is CC(/C=N/NC(=O)Cc1cccs1)=C\c1ccco1. The result is 1 (inhibitor).